This data is from Forward reaction prediction with 1.9M reactions from USPTO patents (1976-2016). The task is: Predict the product of the given reaction. (1) The product is: [Cl:27][C:24]1[CH:23]=[CH:22][C:21]([CH2:20][N:16]2[C:17]3[C:18](=[O:19])[N:10]([CH2:9][S:6]([NH2:5])(=[O:8])=[O:7])[C:11](=[O:41])[N:12]([CH3:40])[C:13]=3[N:14]=[C:15]2[O:28][C:29]2[CH:34]=[CH:33][CH:32]=[C:31]([O:35][C:36]([F:37])([F:39])[F:38])[CH:30]=2)=[CH:26][CH:25]=1. Given the reactants C([NH:5][S:6]([CH2:9][N:10]1[C:18](=[O:19])[C:17]2[N:16]([CH2:20][C:21]3[CH:26]=[CH:25][C:24]([Cl:27])=[CH:23][CH:22]=3)[C:15]([O:28][C:29]3[CH:34]=[CH:33][CH:32]=[C:31]([O:35][C:36]([F:39])([F:38])[F:37])[CH:30]=3)=[N:14][C:13]=2[N:12]([CH3:40])[C:11]1=[O:41])(=[O:8])=[O:7])(C)(C)C.C(O)(C(F)(F)F)=O, predict the reaction product. (2) Given the reactants [CH2:1]([N:3]1[CH:11]=[C:10]2[C:5]([CH:6]=[C:7]([C:13]([O:15][CH3:16])=[O:14])[CH:8]=[C:9]2[OH:12])=[N:4]1)[CH3:2].F[C:18]1[CH:23]=[CH:22][C:21]([S:24]([CH3:27])(=[O:26])=[O:25])=[CH:20][CH:19]=1.C(=O)([O-])[O-].[Cs+].[Cs+], predict the reaction product. The product is: [CH2:1]([N:3]1[CH:11]=[C:10]2[C:5]([CH:6]=[C:7]([C:13]([O:15][CH3:16])=[O:14])[CH:8]=[C:9]2[O:12][C:18]2[CH:23]=[CH:22][C:21]([S:24]([CH3:27])(=[O:26])=[O:25])=[CH:20][CH:19]=2)=[N:4]1)[CH3:2]. (3) Given the reactants [F:1][C:2]([F:7])([F:6])[C:3]([OH:5])=[O:4].[Br:8][C:9]1[CH:10]=[C:11]([N:16]2[C:20](=[O:21])[O:19][N:18]=[C:17]2[C:22]2[C:23]([NH:27][C:28](=O)[C:29]3[CH:34]=[CH:33][C:32]([CH2:35][N:36]4[CH2:41][CH2:40][S:39](=[O:43])(=[O:42])[CH2:38][CH2:37]4)=[CH:31][CH:30]=3)=[N:24][O:25][N:26]=2)[CH:12]=[CH:13][C:14]=1[F:15].P(Cl)(Cl)(Cl)(Cl)Cl, predict the reaction product. The product is: [F:1][C:2]([F:7])([F:6])[C:3]([OH:5])=[O:4].[Br:8][C:9]1[CH:10]=[C:11]([N:16]2[C:20](=[O:21])[O:19][N:18]=[C:17]2[C:22]2[C:23]([NH:27][CH2:28][C:29]3[CH:30]=[CH:31][C:32]([CH2:35][N:36]4[CH2:41][CH2:40][S:39](=[O:43])(=[O:42])[CH2:38][CH2:37]4)=[CH:33][CH:34]=3)=[N:24][O:25][N:26]=2)[CH:12]=[CH:13][C:14]=1[F:15]. (4) Given the reactants [CH3:1][O:2][C:3]1[CH:4]=[C:5]2[C:8](=[CH:9][C:10]=1[O:11][CH3:12])[C@@H:7]([CH2:13][N:14]([CH3:34])[CH2:15][CH2:16][CH2:17][N:18]1[C:24](=[O:25])[CH2:23][C:22]3[CH:26]=[C:27]([O:32][CH3:33])[C:28]([O:30][CH3:31])=[CH:29][C:21]=3[CH:20]=[CH:19]1)[CH2:6]2.C(O)C, predict the reaction product. The product is: [CH3:1][O:2][C:3]1[CH:4]=[C:5]2[C:8](=[CH:9][C:10]=1[O:11][CH3:12])[C@@H:7]([CH2:13][N:14]([CH3:34])[CH2:15][CH2:16][CH2:17][N:18]1[C:24](=[O:25])[CH2:23][C:22]3[CH:26]=[C:27]([O:32][CH3:33])[C:28]([O:30][CH3:31])=[CH:29][C:21]=3[CH2:20][CH2:19]1)[CH2:6]2.